This data is from Peptide-MHC class II binding affinity with 134,281 pairs from IEDB. The task is: Regression. Given a peptide amino acid sequence and an MHC pseudo amino acid sequence, predict their binding affinity value. This is MHC class II binding data. (1) The peptide sequence is DLPTHENHGLKTRQE. The MHC is DRB1_0701 with pseudo-sequence DRB1_0701. The binding affinity (normalized) is 0.197. (2) The peptide sequence is LGQQQPFPPQQPYPQPQ. The MHC is HLA-DQA10301-DQB10302 with pseudo-sequence HLA-DQA10301-DQB10302. The binding affinity (normalized) is 0.0391.